Predict the reactants needed to synthesize the given product. From a dataset of Full USPTO retrosynthesis dataset with 1.9M reactions from patents (1976-2016). (1) Given the product [CH3:27][O:26][C:22]1[CH:23]=[CH:24][CH:25]=[C:17]([O:16][CH3:15])[C:18]=1[CH2:19][N:20]([CH3:21])[C:12](=[O:14])[CH2:11][CH2:10][CH2:9][S:8][C:5]1[CH:4]=[CH:3][C:2]([F:1])=[CH:7][CH:6]=1, predict the reactants needed to synthesize it. The reactants are: [F:1][C:2]1[CH:7]=[CH:6][C:5]([S:8][CH2:9][CH2:10][CH2:11][C:12]([OH:14])=O)=[CH:4][CH:3]=1.[CH3:15][O:16][C:17]1[CH:25]=[CH:24][CH:23]=[C:22]([O:26][CH3:27])[C:18]=1[CH2:19][NH:20][CH3:21]. (2) Given the product [OH:20][C:12]1[C:13]2[CH:19]=[CH:18][N:17]=[CH:16][C:14]=2[N:15]=[C:10]([O:1][CH2:2][CH2:3][N:4]([CH3:8])[C:5](=[O:7])[CH3:6])[N:11]=1, predict the reactants needed to synthesize it. The reactants are: [OH:1][CH2:2][CH2:3][N:4]([CH3:8])[C:5](=[O:7])[CH3:6].Cl[C:10]1[N:11]=[C:12]([OH:20])[C:13]2[CH:19]=[CH:18][N:17]=[CH:16][C:14]=2[N:15]=1. (3) Given the product [CH3:1][O:2][C:3]1[N:8]=[C:7](/[CH:9]=[CH:10]/[C:11]2[N:29]=[C:14]3[C@H:15]([C:19]4[CH:24]=[CH:23][CH:22]=[CH:21][C:20]=4[C:25]([F:28])([F:27])[F:26])[CH2:16][CH2:17][CH2:18][N:13]3[N:12]=2)[CH:6]=[CH:5][C:4]=1[N:30]1[CH:34]=[C:33]([CH3:35])[N:32]=[CH:31]1, predict the reactants needed to synthesize it. The reactants are: [CH3:1][O:2][C:3]1[N:8]=[C:7](/[CH:9]=[CH:10]/[C:11]2[N:29]=[C:14]3[C@H:15]([C:19]4[CH:24]=[CH:23][CH:22]=[CH:21][C:20]=4[C:25]([F:28])([F:27])[F:26])[CH2:16][CH2:17][CH2:18][N:13]3[N:12]=2)[CH:6]=[CH:5][C:4]=1[N:30]1[CH:34]=[C:33]([CH3:35])[N:32]=[CH:31]1.C1([C@H](NC(C2C=CC=CC=2C(O)=O)=O)C)C=CC=CC=1.Cl. (4) Given the product [CH2:1]([C:3]1[CH:8]=[C:7]2[C:6](=[CH:5][C:4]=1[OH:23])[O:22][CH:25]=[C:10]([C:11]1[CH:20]=[CH:19][C:18]3[C:13](=[CH:14][CH:15]=[CH:16][CH:17]=3)[CH:12]=1)[C:9]2=[O:21])[CH3:2], predict the reactants needed to synthesize it. The reactants are: [CH2:1]([C:3]1[C:4]([OH:23])=[CH:5][C:6]([OH:22])=[C:7]([C:9](=[O:21])[CH2:10][C:11]2[CH:20]=[CH:19][C:18]3[C:13](=[CH:14][CH:15]=[CH:16][CH:17]=3)[CH:12]=2)[CH:8]=1)[CH3:2].N1C=CC=C[CH:25]=1.C(OC)(OC)OC. (5) Given the product [F:15][C:12]([F:13])([F:14])[S:9]([O:8][CH2:18][C:17]([F:26])([F:16])[C:20]1[CH:25]=[CH:24][CH:23]=[CH:22][CH:21]=1)(=[O:10])=[O:11], predict the reactants needed to synthesize it. The reactants are: S([O:8][S:9]([C:12]([F:15])([F:14])[F:13])(=[O:11])=[O:10])(C(F)(F)F)(=O)=O.[F:16][C:17]([F:26])([C:20]1[CH:25]=[CH:24][CH:23]=[CH:22][CH:21]=1)[CH2:18]O.C(C1C=C(C)C=C(C(C)(C)C)N=1)(C)(C)C. (6) Given the product [Cl:2][C:3]1[C:7]([Cl:8])=[C:6]([CH3:9])[NH:5][C:4]=1[C:10]([NH:12][CH:13]1[CH2:18][CH2:17][N:16]([C:20]2[S:21][C:22]([C:26]([O:28][CH2:29][CH3:30])=[O:27])=[C:23]([CH3:25])[N:24]=2)[CH2:15][CH2:14]1)=[O:11], predict the reactants needed to synthesize it. The reactants are: Cl.[Cl:2][C:3]1[C:7]([Cl:8])=[C:6]([CH3:9])[NH:5][C:4]=1[C:10]([NH:12][CH:13]1[CH2:18][CH2:17][NH:16][CH2:15][CH2:14]1)=[O:11].Br[C:20]1[S:21][C:22]([C:26]([O:28][CH2:29][CH3:30])=[O:27])=[C:23]([CH3:25])[N:24]=1.C(=O)(O)[O-].[Na+].O.